Dataset: Reaction yield outcomes from USPTO patents with 853,638 reactions. Task: Predict the reaction yield, written as a fraction of the theoretical maximum amount of product (1.0 means a 100% yield; for example, 0.34 means a 34% yield). (1) The reactants are [Br:1][C:2]1[CH:3]=[C:4]([CH3:11])[C:5]2[N:9]=[CH:8][NH:7][C:6]=2[CH:10]=1.[O:12]1[CH:17]=[CH:16][CH2:15][CH2:14][CH2:13]1.CS(O)(=O)=O. The catalyst is O1CCCC1.C(OCC)(=O)C. The product is [Br:1][C:2]1[CH:3]=[C:4]([CH3:11])[C:5]2[N:9]=[CH:8][N:7]([CH:13]3[CH2:14][CH2:15][CH2:16][CH2:17][O:12]3)[C:6]=2[CH:10]=1. The yield is 0.930. (2) The reactants are N[C:2]1[CH:10]=[CH:9][C:5]([C:6]([OH:8])=[O:7])=[CH:4][C:3]=1[C:11]([F:14])([F:13])[F:12].N([O-])=O.[Na+].[I-:19].[K+]. The catalyst is Cl.O. The product is [I:19][C:2]1[CH:10]=[CH:9][C:5]([C:6]([OH:8])=[O:7])=[CH:4][C:3]=1[C:11]([F:14])([F:13])[F:12]. The yield is 0.860. (3) The reactants are Cl.[Br:2][C:3]1[CH:8]=[CH:7][C:6]([N:9]2[CH2:14][CH2:13][NH:12][CH2:11][CH2:10]2)=[CH:5][CH:4]=1.C(N(CC)CC)C.[CH3:22][S:23](Cl)(=[O:25])=[O:24]. The catalyst is ClCCl. The product is [Br:2][C:3]1[CH:4]=[CH:5][C:6]([N:9]2[CH2:14][CH2:13][N:12]([S:23]([CH3:22])(=[O:25])=[O:24])[CH2:11][CH2:10]2)=[CH:7][CH:8]=1. The yield is 0.810. (4) The reactants are [CH2:1]1[CH:6]2[CH2:7][N:8]3[C:13](=[O:14])[C:12]([OH:15])=[C:11]([C:16]([NH:18][CH2:19][C:20]4[CH:25]=[CH:24][C:23]([F:26])=[CH:22][CH:21]=4)=[O:17])[N:10]=[C:9]3[C:3]([NH2:27])([CH2:4][O:5]2)[CH2:2]1.CCN(CC)CC.[C:35](Cl)(=[O:37])[CH3:36]. The catalyst is C(Cl)Cl. The product is [CH3:36][C:35]([NH:27][C:3]12[CH2:4][O:5][CH:6]([CH2:7][N:8]3[C:13](=[O:14])[C:12]([OH:15])=[C:11]([C:16]([NH:18][CH2:19][C:20]4[CH:21]=[CH:22][C:23]([F:26])=[CH:24][CH:25]=4)=[O:17])[N:10]=[C:9]31)[CH2:1][CH2:2]2)=[O:37]. The yield is 0.270.